From a dataset of Full USPTO retrosynthesis dataset with 1.9M reactions from patents (1976-2016). Predict the reactants needed to synthesize the given product. (1) Given the product [F:17][C:18]([F:29])([F:28])[CH2:19][N:5]1[N:4]=[N:3][C:7]([C:8]2[CH:13]=[CH:12][N:11]3[CH:14]=[CH:15][N:16]=[C:10]3[CH:9]=2)=[N:6]1, predict the reactants needed to synthesize it. The reactants are: [H-].[Na+].[N:3]1[NH:4][N:5]=[N:6][C:7]=1[C:8]1[CH:13]=[CH:12][N:11]2[CH:14]=[CH:15][N:16]=[C:10]2[CH:9]=1.[F:17][C:18]([F:29])([F:28])[CH2:19]OS(C(F)(F)F)(=O)=O.C1OCCOCCOCCOCCOCCOC1. (2) Given the product [NH2:1][C:2]1[C:7]([C:8]([C:10]2[CH:15]=[C:14]([F:16])[CH:13]=[CH:12][C:11]=2[O:17][CH2:18][CH3:19])=[O:9])=[CH:6][N:5]=[C:4]([NH:41][CH:38]2[CH2:39][CH2:40][N:35]([S:32]([CH3:31])(=[O:34])=[O:33])[CH2:36][CH2:37]2)[N:3]=1, predict the reactants needed to synthesize it. The reactants are: [NH2:1][C:2]1[C:7]([C:8]([C:10]2[CH:15]=[C:14]([F:16])[CH:13]=[CH:12][C:11]=2[O:17][CH2:18][CH3:19])=[O:9])=[CH:6][N:5]=[C:4](S(CC)=O)[N:3]=1.FC(F)(F)C(O)=O.[CH3:31][S:32]([N:35]1[CH2:40][CH2:39][CH:38]([NH2:41])[CH2:37][CH2:36]1)(=[O:34])=[O:33]. (3) Given the product [OH:1][C:2]1[CH:7]=[CH:6][C:5]([CH2:8][C:9]([NH:11][C:12]2[CH:17]=[CH:16][CH:15]=[CH:14][C:13]=2[C:29]#[C:28][C:25]2[CH:26]=[CH:27][CH:22]=[CH:23][CH:24]=2)=[O:10])=[CH:4][C:3]=1[O:19][CH3:20], predict the reactants needed to synthesize it. The reactants are: [OH:1][C:2]1[CH:7]=[CH:6][C:5]([CH2:8][C:9]([NH:11][C:12]2[CH:17]=[CH:16][CH:15]=[C:14](I)[CH:13]=2)=[O:10])=[CH:4][C:3]=1[O:19][CH3:20].O[C:22]1[CH:27]=[CH:26][C:25]([CH2:28][C:29](NC2C=CC=CC=2I)=O)=[CH:24][C:23]=1OC. (4) Given the product [F:1][C:2]1[CH:3]=[C:4]([N:9]2[CH2:13][C@H:12]([CH2:14][N:15]3[CH:21]=[C:20]([CH2:19][OH:22])[N:17]=[N:16]3)[O:11][C:10]2=[O:18])[CH:5]=[CH:6][C:7]=1[I:8], predict the reactants needed to synthesize it. The reactants are: [F:1][C:2]1[CH:3]=[C:4]([N:9]2[CH2:13][C@H:12]([CH2:14][N:15]=[N+:16]=[N-:17])[O:11][C:10]2=[O:18])[CH:5]=[CH:6][C:7]=1[I:8].[CH2:19]([OH:22])[C:20]#[CH:21]. (5) Given the product [S:14]([C:12]1[CH:13]=[C:8]([N:5]2[CH:6]=[N:7][C:3]([CH:2]([F:20])[F:1])=[N:4]2)[C:9]([CH3:19])=[CH:10][C:11]=1[CH3:18])[S:14][C:12]1[CH:13]=[C:8]([N:5]2[CH:6]=[N:7][C:3]([CH:2]([F:20])[F:1])=[N:4]2)[C:9]([CH3:19])=[CH:10][C:11]=1[CH3:18], predict the reactants needed to synthesize it. The reactants are: [F:1][CH:2]([F:20])[C:3]1[N:7]=[CH:6][N:5]([C:8]2[C:9]([CH3:19])=[CH:10][C:11]([CH3:18])=[C:12]([S:14](Cl)(=O)=O)[CH:13]=2)[N:4]=1.Cl. (6) Given the product [C:17]([CH:25]1[CH2:30][CH2:29][N:28]([C:9]([O:11][C:12]([CH3:13])([CH3:14])[CH3:15])=[O:10])[CH2:27][CH2:26]1)(=[O:24])[C:18]1[CH:23]=[CH:22][CH:21]=[CH:20][CH:19]=1, predict the reactants needed to synthesize it. The reactants are: [CH3:13][C:12]([O:11][C:9](O[C:9]([O:11][C:12]([CH3:15])([CH3:14])[CH3:13])=[O:10])=[O:10])([CH3:15])[CH3:14].Cl.[C:17]([CH:25]1[CH2:30][CH2:29][NH:28][CH2:27][CH2:26]1)(=[O:24])[C:18]1[CH:23]=[CH:22][CH:21]=[CH:20][CH:19]=1. (7) Given the product [Cl:11][C:12]1[CH:24]=[CH:23][C:22]([Cl:25])=[CH:21][C:13]=1[O:14][CH:15]1[CH2:16][CH2:17][N:18]([C:2]2[C:3](=[O:10])[NH:4][C:5](=[O:9])[N:6]([CH3:8])[N:7]=2)[CH2:19][CH2:20]1.[Cl:11][C:12]1[CH:24]=[CH:23][CH:22]=[CH:21][C:13]=1[O:14][CH:15]1[CH2:20][CH2:19][NH:18][CH2:17][CH2:16]1, predict the reactants needed to synthesize it. The reactants are: Br[C:2]1[C:3](=[O:10])[NH:4][C:5](=[O:9])[N:6]([CH3:8])[N:7]=1.[Cl:11][C:12]1[CH:24]=[CH:23][C:22]([Cl:25])=[CH:21][C:13]=1[O:14][CH:15]1[CH2:20][CH2:19][NH:18][CH2:17][CH2:16]1.